This data is from Catalyst prediction with 721,799 reactions and 888 catalyst types from USPTO. The task is: Predict which catalyst facilitates the given reaction. (1) Reactant: [Cl:1][C:2]1[CH:3]=[C:4]([CH2:12][O:13][C:14]2[CH:19]=[CH:18][CH:17]=[CH:16][C:15]=2[NH2:20])[C:5]2[O:10][CH2:9][O:8][CH2:7][C:6]=2[CH:11]=1.C(N(CC)C(C)C)(C)C.[Cl:30][C:31]([Cl:36])([Cl:35])[C:32](Cl)=[O:33]. The catalyst class is: 7. Product: [Cl:30][C:31]([Cl:36])([Cl:35])[C:32]([NH:20][C:15]1[CH:16]=[CH:17][CH:18]=[CH:19][C:14]=1[O:13][CH2:12][C:4]1[C:5]2[O:10][CH2:9][O:8][CH2:7][C:6]=2[CH:11]=[C:2]([Cl:1])[CH:3]=1)=[O:33]. (2) Reactant: [Si]([O:8][C:9]1[CH:10]=[C:11]([CH:36]=[CH:37][C:38]=1[F:39])[C:12]([N:14]1[C:23]2[C:18](=[CH:19][CH:20]=[CH:21][CH:22]=2)[C@H:17]([N:24]([C:28]2[CH:33]=[CH:32][C:31]([Cl:34])=[CH:30][CH:29]=2)[C:25](=[O:27])[CH3:26])[CH2:16][C@@H:15]1[CH3:35])=[O:13])(C(C)(C)C)(C)C.CCCC[N+](CCCC)(CCCC)CCCC.[F-]. Product: [Cl:34][C:31]1[CH:30]=[CH:29][C:28]([N:24]([C@H:17]2[C:18]3[C:23](=[CH:22][CH:21]=[CH:20][CH:19]=3)[N:14]([C:12](=[O:13])[C:11]3[CH:36]=[CH:37][C:38]([F:39])=[C:9]([OH:8])[CH:10]=3)[C@@H:15]([CH3:35])[CH2:16]2)[C:25](=[O:27])[CH3:26])=[CH:33][CH:32]=1. The catalyst class is: 4. (3) Reactant: [OH:1][C:2]1([CH2:8][CH2:9][O:10][C:11]2[CH:20]=[C:19]3[C:14]([C:15]([NH:21][C:22]4[CH:27]=[CH:26][CH:25]=[C:24]5[O:28][CH2:29][O:30][C:23]=45)=[N:16][CH:17]=[N:18]3)=[CH:13][C:12]=2[O:31][CH3:32])[CH2:7][CH2:6][NH:5][CH2:4][CH2:3]1.[CH2:33]=O.[OH-].[Na+]. Product: [OH:1][C:2]1([CH2:8][CH2:9][O:10][C:11]2[CH:20]=[C:19]3[C:14]([C:15]([NH:21][C:22]4[CH:27]=[CH:26][CH:25]=[C:24]5[O:28][CH2:29][O:30][C:23]=45)=[N:16][CH:17]=[N:18]3)=[CH:13][C:12]=2[O:31][CH3:32])[CH2:7][CH2:6][N:5]([CH3:33])[CH2:4][CH2:3]1. The catalyst class is: 106. (4) Reactant: [CH3:1][O:2][N:3]1[C:8](=[O:9])[CH:7]=[CH:6][C:5]([C:10]([O:12]C)=[O:11])=[CH:4]1.C[Si](C)(C)[O-].[K+].CO. Product: [CH3:1][O:2][N:3]1[C:8](=[O:9])[CH:7]=[CH:6][C:5]([C:10]([OH:12])=[O:11])=[CH:4]1. The catalyst class is: 1. (5) Reactant: [CH3:1][C@H:2]1[O:7][C@@H:6]([CH3:8])[CH2:5][N:4]([C:9]2[C:17]([CH:18]=O)=[CH:16][C:12]([C:13]([OH:15])=[O:14])=[C:11]([F:20])[C:10]=2[F:21])[CH2:3]1.[NH:22]1[C:29](=[O:30])[CH2:28][C:26](=[O:27])[NH:25][C:23]1=[O:24]. The catalyst class is: 41. Product: [F:20][C:11]1[C:10]([F:21])=[C:9]2[C:17]([CH2:18][C:28]3([C@H:5]4[C@H:6]([CH3:8])[O:7][C@H:2]([CH3:1])[CH2:3][N:4]42)[C:26](=[O:27])[NH:25][C:23](=[O:24])[NH:22][C:29]3=[O:30])=[CH:16][C:12]=1[C:13]([OH:15])=[O:14]. (6) Reactant: [OH:1][C:2]1[CH:7]=[CH:6][C:5]([C:8]2[CH:16]=[C:15]3[C:11]([C:12]([C:24]([O:26]CC)=[O:25])=[CH:13][N:14]3C(OC(C)(C)C)=O)=[CH:10][CH:9]=2)=[CH:4][CH:3]=1.Cl[CH2:30][C:31]1[C:32]([C:39]2[C:44]([Cl:45])=[CH:43][CH:42]=[CH:41][C:40]=2[Cl:46])=[N:33][O:34][C:35]=1[CH:36]([CH3:38])[CH3:37].C(=O)([O-])[O-].[K+].[K+].[OH-].[Na+]. Product: [Cl:45][C:44]1[CH:43]=[CH:42][CH:41]=[C:40]([Cl:46])[C:39]=1[C:32]1[C:31]([CH2:30][O:1][C:2]2[CH:7]=[CH:6][C:5]([C:8]3[CH:16]=[C:15]4[C:11]([C:12]([C:24]([OH:26])=[O:25])=[CH:13][NH:14]4)=[CH:10][CH:9]=3)=[CH:4][CH:3]=2)=[C:35]([CH:36]([CH3:38])[CH3:37])[O:34][N:33]=1. The catalyst class is: 255. (7) Reactant: FC(F)(F)S([O:6][S:7]([C:10]([F:13])([F:12])[F:11])(=[O:9])=[O:8])(=O)=O.ClCCl.[CH2:19]([C:29]1[CH:30]=[C:31]2[C:36](=[CH:37][CH:38]=1)[CH:35]=[C:34](O)[C:33]([S:40][CH3:41])=[CH:32]2)[CH2:20][CH2:21][CH2:22][CH2:23][CH2:24][CH2:25][CH2:26][CH2:27][CH3:28].N1C=CC=CC=1. Product: [CH2:19]([C:29]1[CH:30]=[C:31]2[C:36](=[CH:37][CH:38]=1)[CH:35]=[C:34]([O:6][S:7]([C:10]([F:11])([F:12])[F:13])(=[O:8])=[O:9])[C:33]([S:40][CH3:41])=[CH:32]2)[CH2:20][CH2:21][CH2:22][CH2:23][CH2:24][CH2:25][CH2:26][CH2:27][CH3:28]. The catalyst class is: 223. (8) Reactant: C[O:2][C:3](=[O:39])[CH:4]([O:12][C:13]1[CH:22]=[CH:21][C:20]2[C:15](=[CH:16][CH:17]=[C:18]([CH2:23][NH:24][C:25]([C:27]3[C:31]4[CH:32]=[CH:33][CH:34]=[CH:35][C:30]=4[O:29][C:28]=3[CH2:36][CH3:37])=[O:26])[CH:19]=2)[C:14]=1[Br:38])[CH2:5][C:6]1[CH:11]=[CH:10][CH:9]=[CH:8][CH:7]=1.[OH-].[Na+].O.Cl. Product: [Br:38][C:14]1[C:15]2[C:20](=[CH:19][C:18]([CH2:23][NH:24][C:25]([C:27]3[C:31]4[CH:32]=[CH:33][CH:34]=[CH:35][C:30]=4[O:29][C:28]=3[CH2:36][CH3:37])=[O:26])=[CH:17][CH:16]=2)[CH:21]=[CH:22][C:13]=1[O:12][CH:4]([CH2:5][C:6]1[CH:7]=[CH:8][CH:9]=[CH:10][CH:11]=1)[C:3]([OH:39])=[O:2]. The catalyst class is: 5. (9) Reactant: CS[C:3]1[N:8]=[CH:7][N:6]([CH2:9][C:10]2[S:11][C:12]([C:15]([F:18])([F:17])[F:16])=[CH:13][CH:14]=2)[C:5](=[O:19])[N:4]=1.[CH2:20]1[C:29]2[C:24](=[CH:25][CH:26]=[C:27]([C:30]#[N:31])[CH:28]=2)[CH2:23][CH2:22][NH:21]1. Product: [O:19]=[C:5]1[N:6]([CH2:9][C:10]2[S:11][C:12]([C:15]([F:18])([F:17])[F:16])=[CH:13][CH:14]=2)[CH:7]=[N:8][C:3]([N:21]2[CH2:22][CH2:23][C:24]3[C:29](=[CH:28][C:27]([C:30]#[N:31])=[CH:26][CH:25]=3)[CH2:20]2)=[N:4]1. The catalyst class is: 12.